Task: Predict the reaction yield, written as a fraction of the theoretical maximum amount of product (1.0 means a 100% yield; for example, 0.34 means a 34% yield).. Dataset: Reaction yield outcomes from USPTO patents with 853,638 reactions The reactants are [CH2:1]([NH:3][CH2:4][CH2:5][NH2:6])[CH3:2].C(N(CC)CC)C.[N+:14]([C:17]1[CH:25]=[CH:24][C:20]([C:21](Cl)=[O:22])=[CH:19][CH:18]=1)([O-:16])=[O:15]. The catalyst is C(OCC)C. The product is [CH2:1]([NH:3][CH2:4][CH2:5][NH:6][C:21](=[O:22])[C:20]1[CH:19]=[CH:18][C:17]([N+:14]([O-:16])=[O:15])=[CH:25][CH:24]=1)[CH3:2]. The yield is 0.390.